From a dataset of Full USPTO retrosynthesis dataset with 1.9M reactions from patents (1976-2016). Predict the reactants needed to synthesize the given product. (1) Given the product [ClH:10].[CH3:11][O:12][CH2:13][C:14]1[CH:15]=[CH:16][C:17]([C:20]2[C:21]([N:26]3[CH2:27][CH2:28][N:29]([CH2:32][CH2:33][N:34]([CH3:35])[S:7]([C:1]4[CH:6]=[CH:5][CH:4]=[CH:3][CH:2]=4)(=[O:9])=[O:8])[CH2:30][CH2:31]3)=[N:22][CH:23]=[CH:24][N:25]=2)=[CH:18][CH:19]=1, predict the reactants needed to synthesize it. The reactants are: [C:1]1([S:7]([Cl:10])(=[O:9])=[O:8])[CH:6]=[CH:5][CH:4]=[CH:3][CH:2]=1.[CH3:11][O:12][CH2:13][C:14]1[CH:19]=[CH:18][C:17]([C:20]2[C:21]([N:26]3[CH2:31][CH2:30][N:29]([CH2:32][CH2:33][NH:34][CH3:35])[CH2:28][CH2:27]3)=[N:22][CH:23]=[CH:24][N:25]=2)=[CH:16][CH:15]=1.N1CCOCC1. (2) The reactants are: [Br:1][C:2]1[C:3]([F:21])=[CH:4][C:5]([F:20])=[C:6]([C@@:8]([NH:13][S@@](C(C)(C)C)=O)([CH2:10][CH2:11][OH:12])[CH3:9])[CH:7]=1.Cl.O1CCOCC1. Given the product [NH2:13][C@@:8]([C:6]1[CH:7]=[C:2]([Br:1])[C:3]([F:21])=[CH:4][C:5]=1[F:20])([CH3:9])[CH2:10][CH2:11][OH:12], predict the reactants needed to synthesize it. (3) Given the product [CH3:25][N:23]1[C:24]2[C:19](=[CH:18][CH:17]=[C:16]([OH:26])[C:15]=2[C:14]2[C:5]([OH:4])=[CH:6][CH:7]=[C:8]3[C:13]=2[N:12]([CH3:32])[CH2:11][CH2:10][CH2:9]3)[CH2:20][CH2:21][CH2:22]1, predict the reactants needed to synthesize it. The reactants are: CN(C)C(=O)[O:4][C:5]1[C:14]([C:15]2[C:16]([O:26]C(=O)N(C)C)=[CH:17][CH:18]=[C:19]3[C:24]=2[N:23]([CH3:25])[CH2:22][CH2:21][CH2:20]3)=[C:13]2[C:8]([CH2:9][CH2:10][CH2:11][N:12]2[CH3:32])=[CH:7][CH:6]=1.[OH-].[K+]. (4) The reactants are: [Cl:1][C:2]1[CH:3]=[CH:4][C:5](=[O:12])[CH:6]([NH:8][C:9]([NH2:11])=[O:10])[CH:7]=1.[C:13](O)(=[O:16])[CH2:14][CH3:15].[F:18][C:19]1[CH:32]=[CH:31][C:22]([CH2:23][C@H:24]2[O:29][CH2:28][C@H:27]([CH3:30])[NH:26][CH2:25]2)=[CH:21][CH:20]=1.CCN=C=NCCCN(C)C.C1C=CC2N(O)N=NC=2C=1.CCN(C(C)C)C(C)C. Given the product [Cl:1][C:2]1[CH:3]=[CH:4][C:5]([O:12][CH2:15][CH2:14][C:13]([N:26]2[C@@H:27]([CH3:30])[CH2:28][O:29][C@H:24]([CH2:23][C:22]3[CH:31]=[CH:32][C:19]([F:18])=[CH:20][CH:21]=3)[CH2:25]2)=[O:16])=[C:6]([NH:8][C:9]([NH2:11])=[O:10])[CH:7]=1, predict the reactants needed to synthesize it.